From a dataset of Forward reaction prediction with 1.9M reactions from USPTO patents (1976-2016). Predict the product of the given reaction. (1) Given the reactants [CH3:1][N:2]1[CH:6]([C:7]([O:9][C:10]([CH3:13])([CH3:12])[CH3:11])=[O:8])[CH2:5][NH:4][C:3]1=[O:14].Br[C:16]1[CH:17]=[CH:18][C:19]([F:22])=[N:20][CH:21]=1.CN(C)[C@@H]1CCCC[C@H]1N.P([O-])([O-])([O-])=O.[K+].[K+].[K+], predict the reaction product. The product is: [F:22][C:19]1[N:20]=[CH:21][C:16]([N:4]2[CH2:5][CH:6]([C:7]([O:9][C:10]([CH3:11])([CH3:13])[CH3:12])=[O:8])[N:2]([CH3:1])[C:3]2=[O:14])=[CH:17][CH:18]=1. (2) Given the reactants CC[C@@H]1[C@@H]2C[C@H]([C@@H](OC3C4C(=CC=CC=4)C(O[C@@H](C4C=CN=C5C=4C=C(OC)C=C5)[C@@H]4N5C[C@H](CC)[C@@H](CC5)C4)=NN=3)C3C=CN=C4C=3C=C([O:22]C)C=C4)N(CC2)C1.CC(O)(C)C.[Br:64][C:65]1[CH:70]=[CH:69][C:68]([C:71]([CH:73]([F:75])[F:74])=[CH2:72])=[CH:67][CH:66]=1.S([O-])([O-])=O.[Na+].[Na+].[OH2:82], predict the reaction product. The product is: [Br:64][C:65]1[CH:66]=[CH:67][C:68]([C@:71]([OH:22])([CH:73]([F:74])[F:75])[CH2:72][OH:82])=[CH:69][CH:70]=1. (3) Given the reactants [Cl:1][C:2]1[CH:23]=[CH:22][C:5]([C:6]([NH:8][C:9](=S)[NH:10][C:11]2[C:19]3[C:14](=[CH:15][C:16]([F:20])=[CH:17][CH:18]=3)[NH:13][N:12]=2)=[O:7])=[CH:4][CH:3]=1.C(Cl)CCl.[NH2:28][CH2:29][C:30]([CH3:33])([OH:32])[CH3:31], predict the reaction product. The product is: [Cl:1][C:2]1[CH:23]=[CH:22][C:5]([C:6]([N:8]=[C:9]([NH:10][C:11]2[C:19]3[C:14](=[CH:15][C:16]([F:20])=[CH:17][CH:18]=3)[NH:13][N:12]=2)[NH:28][CH2:29][C:30]([OH:32])([CH3:33])[CH3:31])=[O:7])=[CH:4][CH:3]=1. (4) The product is: [CH3:42][S:43]([NH:1][C:2]1[CH:11]=[CH:10][C:9]2[C:4](=[CH:5][CH:6]=[CH:7][CH:8]=2)[C:3]=1[C:12]1[C:21]2[C:16](=[CH:17][CH:18]=[CH:19][CH:20]=2)[CH:15]=[CH:14][C:13]=1[P:22]([C:24]1[CH:25]=[CH:26][CH:27]=[CH:28][CH:29]=1)([C:30]1[CH:31]=[CH:32][CH:33]=[CH:34][CH:35]=1)=[O:23])(=[O:45])=[O:44]. Given the reactants [NH2:1][C:2]1[CH:11]=[CH:10][C:9]2[C:4](=[CH:5][CH:6]=[CH:7][CH:8]=2)[C:3]=1[C:12]1[C:21]2[C:16](=[CH:17][CH:18]=[CH:19][CH:20]=2)[CH:15]=[CH:14][C:13]=1[P:22]([C:30]1[CH:35]=[CH:34][CH:33]=[CH:32][CH:31]=1)([C:24]1[CH:29]=[CH:28][CH:27]=[CH:26][CH:25]=1)=[O:23].N1C=CC=CC=1.[CH3:42][S:43](Cl)(=[O:45])=[O:44].[Cl-].[NH4+], predict the reaction product. (5) Given the reactants [N:1]1([C:7]2[C:8]3[S:28][C:27]([CH2:29][N:30]4[CH2:35][CH2:34][N:33]([C:36]([CH3:41])([CH3:40])[C:37]([NH2:39])=[O:38])[CH2:32][CH2:31]4)=[CH:26][C:9]=3[N:10]=[C:11]([Sn](CCCC)(CCCC)CCCC)[N:12]=2)[CH2:6][CH2:5][O:4][CH2:3][CH2:2]1.Br[C:43]1[CH:48]=[N:47][CH:46]=[C:45]2[NH:49][CH:50]=[CH:51][C:44]=12, predict the reaction product. The product is: [CH3:40][C:36]([N:33]1[CH2:32][CH2:31][N:30]([CH2:29][C:27]2[S:28][C:8]3[C:7]([N:1]4[CH2:6][CH2:5][O:4][CH2:3][CH2:2]4)=[N:12][C:11]([C:43]4[CH:48]=[N:47][CH:46]=[C:45]5[NH:49][CH:50]=[CH:51][C:44]=45)=[N:10][C:9]=3[CH:26]=2)[CH2:35][CH2:34]1)([CH3:41])[C:37]([NH2:39])=[O:38]. (6) Given the reactants [CH3:1][O:2][C:3](=[O:20])[C:4]1[CH:9]=[C:8]([Cl:10])[CH:7]=[CH:6][C:5]=1[N:11]=[CH:12][C:13]1[CH:18]=[CH:17][CH:16]=[C:15]([Br:19])[CH:14]=1.O.[O-]S(C(F)(F)F)(=O)=O.[Yb+3].[O-]S(C(F)(F)F)(=O)=O.[O-]S(C(F)(F)F)(=O)=O.[CH:47](=[O:51])[CH:48]([CH3:50])[CH3:49].O, predict the reaction product. The product is: [CH3:1][O:2][C:3]([C:4]1[CH:9]=[C:8]([Cl:10])[CH:7]=[C:6]2[C:5]=1[NH:11][CH:12]([C:13]1[CH:18]=[CH:17][CH:16]=[C:15]([Br:19])[CH:14]=1)[C:48]([CH3:50])([CH3:49])[CH:47]2[OH:51])=[O:20]. (7) Given the reactants Cl.N[C@@H]1CC[C@H](O)CC1.[NH2:10][C@H:11]1[CH2:16][CH2:15][C@H:14]([O:17][C:18]2[CH:19]=[C:20]3[C:25](=[CH:26][C:27]=2[CH3:28])[C:24](=[O:29])[NH:23][CH:22]=[CH:21]3)[CH2:13][CH2:12]1.Cl.N[C@@H]1CC[C@H](OC2C=C3C(=CC=2C)C(=O)NC=C3)CC1, predict the reaction product. The product is: [NH2:10][C@@H:11]1[CH2:12][CH2:13][C@H:14]([O:17][C:18]2[CH:19]=[C:20]3[C:25](=[CH:26][C:27]=2[CH3:28])[C:24](=[O:29])[NH:23][CH:22]=[CH:21]3)[CH2:15][CH2:16]1. (8) Given the reactants [CH3:1][O:2][C:3]([C:5]1[CH:10]=[CH:9][CH:8]=[C:7]([NH2:11])[N:6]=1)=[O:4].[Br:12]Br, predict the reaction product. The product is: [CH3:1][O:2][C:3]([C:5]1[CH:10]=[CH:9][C:8]([Br:12])=[C:7]([NH2:11])[N:6]=1)=[O:4]. (9) Given the reactants [F:1][C:2]1[CH:10]=[CH:9][CH:8]=[C:7]2[C:3]=1[CH:4](O)[NH:5][C:6]2=[O:11].FC(F)(F)C(O)=O.C([SiH](CC)CC)C, predict the reaction product. The product is: [F:1][C:2]1[CH:10]=[CH:9][CH:8]=[C:7]2[C:3]=1[CH2:4][NH:5][C:6]2=[O:11].